From a dataset of Full USPTO retrosynthesis dataset with 1.9M reactions from patents (1976-2016). Predict the reactants needed to synthesize the given product. (1) Given the product [CH2:34]([O:29][C:26](=[O:28])[C:2]1[CH:7]=[CH:6][C:5]([C:8]2[CH2:12][C:11]([C:17]3[CH:18]=[C:19]([Cl:24])[CH:20]=[C:21]([Cl:23])[CH:22]=3)([C:13]([F:16])([F:15])[F:14])[O:10][N:9]=2)=[CH:4][C:3]=1[CH3:25])[CH3:35], predict the reactants needed to synthesize it. The reactants are: Br[C:2]1[CH:7]=[CH:6][C:5]([C:8]2[CH2:12][C:11]([C:17]3[CH:22]=[C:21]([Cl:23])[CH:20]=[C:19]([Cl:24])[CH:18]=3)([C:13]([F:16])([F:15])[F:14])[O:10][N:9]=2)=[CH:4][C:3]=1[CH3:25].[C:26]([O-:29])(=[O:28])C.[Na+].[C]=O.O.[CH2:34](O)[CH3:35]. (2) Given the product [N:19]1([C:2]2[N:3]([C:13]3[CH:18]=[CH:17][CH:16]=[CH:15][CH:14]=3)[C:4]3[C:9]([C:10]=2[CH:11]=[O:12])=[CH:8][CH:7]=[CH:6][CH:5]=3)[CH2:24][CH2:23][O:22][CH2:21][CH2:20]1, predict the reactants needed to synthesize it. The reactants are: Cl[C:2]1[N:3]([C:13]2[CH:18]=[CH:17][CH:16]=[CH:15][CH:14]=2)[C:4]2[C:9]([C:10]=1[CH:11]=[O:12])=[CH:8][CH:7]=[CH:6][CH:5]=2.[NH:19]1[CH2:24][CH2:23][O:22][CH2:21][CH2:20]1. (3) Given the product [CH2:6]([O:13][C@@H:14]1[C@@H:19]([O:20][CH2:21][C:22]2[CH:27]=[CH:26][CH:25]=[CH:24][CH:23]=2)[C@H:18]([O:28][CH2:29][C:30]2[CH:31]=[CH:32][CH:33]=[CH:34][CH:35]=2)[C@@H:17]([CH2:2][C:1](=[S:3])[CH3:54])[O:16][C@@H:15]1[O:48][CH2:49][CH2:50][CH2:51][OH:52])[C:7]1[CH:12]=[CH:11][CH:10]=[CH:9][CH:8]=1, predict the reactants needed to synthesize it. The reactants are: [C:1]([O-])(=[S:3])[CH3:2].[K+].[CH2:6]([O:13][C@@H:14]1[C@@H:19]([O:20][CH2:21][C:22]2[CH:27]=[CH:26][CH:25]=[CH:24][CH:23]=2)[C@H:18]([O:28][CH2:29][C:30]2[CH:35]=[CH:34][CH:33]=[CH:32][CH:31]=2)[C@@H:17](COS(C2C=CC(C)=CC=2)(=O)=O)[O:16][C@@H:15]1[O:48][CH2:49][CH2:50][CH2:51][OH:52])[C:7]1[CH:12]=[CH:11][CH:10]=[CH:9][CH:8]=1.O.[CH3:54]N(C=O)C.